This data is from Peptide-MHC class II binding affinity with 134,281 pairs from IEDB. The task is: Regression. Given a peptide amino acid sequence and an MHC pseudo amino acid sequence, predict their binding affinity value. This is MHC class II binding data. (1) The MHC is HLA-DPA10103-DPB10401 with pseudo-sequence HLA-DPA10103-DPB10401. The peptide sequence is AVSTAAVAAAPQTTP. The binding affinity (normalized) is 0. (2) The peptide sequence is LVQDDVIPANWKPDT. The MHC is DRB1_0701 with pseudo-sequence DRB1_0701. The binding affinity (normalized) is 0.152. (3) The peptide sequence is EFKYFAATQFEPLAA. The MHC is HLA-DPA10201-DPB10101 with pseudo-sequence HLA-DPA10201-DPB10101. The binding affinity (normalized) is 0.858. (4) The peptide sequence is TKKFDEVVKANGGYL. The MHC is DRB1_0701 with pseudo-sequence DRB1_0701. The binding affinity (normalized) is 0.560. (5) The peptide sequence is ENVIDVKLVDANGKL. The MHC is HLA-DQA10301-DQB10302 with pseudo-sequence HLA-DQA10301-DQB10302. The binding affinity (normalized) is 0.0476. (6) The peptide sequence is SEIEEFRDRARVPLT. The MHC is HLA-DPA10201-DPB11401 with pseudo-sequence HLA-DPA10201-DPB11401. The binding affinity (normalized) is 0.